Dataset: Reaction yield outcomes from USPTO patents with 853,638 reactions. Task: Predict the reaction yield, written as a fraction of the theoretical maximum amount of product (1.0 means a 100% yield; for example, 0.34 means a 34% yield). (1) The reactants are C[Li].[C:3]([O:11][CH3:12])(=[O:10])[C:4]#[C:5][CH2:6][CH2:7][CH:8]=[CH2:9].[CH2:13](O)C. The catalyst is C1COCC1.CCOCC.[Cu]I. The product is [CH3:13]/[C:5](/[CH2:6][CH2:7][CH:8]=[CH2:9])=[CH:4]/[C:3]([O:11][CH3:12])=[O:10]. The yield is 1.00. (2) The reactants are [Br:1][C:2]1[C:11]2[CH:10]=[N:9][CH:8]=[CH:7][C:6]=2[C:5]([NH2:12])=[CH:4][CH:3]=1.[Cl:13][C:14]1[CH:19]=[C:18]([Cl:20])[CH:17]=[CH:16][C:15]=1[CH2:21][N:22]=[C:23]=[O:24]. The catalyst is C1COCC1.C1(C)C=CC=CC=1.C1COCC1. The product is [Br:1][C:2]1[CH:3]=[CH:4][C:5]([NH:12][C:23]([NH:22][CH2:21][C:15]2[CH:16]=[CH:17][C:18]([Cl:20])=[CH:19][C:14]=2[Cl:13])=[O:24])=[C:6]2[C:11]=1[CH:10]=[N:9][CH:8]=[CH:7]2. The yield is 0.780.